This data is from Catalyst prediction with 721,799 reactions and 888 catalyst types from USPTO. The task is: Predict which catalyst facilitates the given reaction. (1) Reactant: [Cl:1][C:2]1[CH:3]=[CH:4][C:5]2[N:11]3[CH:12]=[CH:13][CH:14]=[C:10]3[C@@H:9]([CH2:15][C:16](OC)=[O:17])[S:8][C@H:7]([C:20]3[CH:25]=[CH:24][CH:23]=[C:22]([O:26][CH3:27])[C:21]=3[O:28][CH3:29])[C:6]=2[CH:30]=1.[H-].[Al+3].[Li+].[H-].[H-].[H-].[OH-].[Na+]. Product: [Cl:1][C:2]1[CH:3]=[CH:4][C:5]2[N:11]3[CH:12]=[CH:13][CH:14]=[C:10]3[C@@H:9]([CH2:15][CH2:16][OH:17])[S:8][C@H:7]([C:20]3[CH:25]=[CH:24][CH:23]=[C:22]([O:26][CH3:27])[C:21]=3[O:28][CH3:29])[C:6]=2[CH:30]=1. The catalyst class is: 7. (2) Reactant: C(N(CC)CC[OH:6])C.[CH:9]([N:12]([CH:15]([CH3:17])C)[CH2:13][CH3:14])([CH3:11])C.CS(Cl)(=O)=O.C([NH:26][C@:27]1([C:44](NC(C)(C)C)=[O:45])[C@@H:31]([CH2:32][CH2:33][CH2:34][B:35]2[O:39]C(C)(C)C(C)(C)[O:36]2)[CH2:30][NH:29][CH2:28]1)(=O)C. Product: [NH2:26][C@:27]1([C:44]([OH:45])=[O:6])[C@@H:31]([CH2:32][CH2:33][CH2:34][B:35]([OH:36])[OH:39])[CH2:30][N:29]([CH2:17][CH2:15][N:12]([CH2:9][CH3:11])[CH2:13][CH3:14])[CH2:28]1. The catalyst class is: 10. (3) Reactant: [Cl:1][C:2]1[C:22]([Cl:23])=[CH:21][C:5]([NH:6][C:7]2[S:11][C:10]3[CH:12]=[CH:13][CH:14]=[CH:15][C:9]=3[C:8]=2[C:16]([O:18][CH2:19][CH3:20])=[O:17])=[C:4]([N+:24]([O-])=O)[CH:3]=1.[H][H]. Product: [NH2:24][C:4]1[CH:3]=[C:2]([Cl:1])[C:22]([Cl:23])=[CH:21][C:5]=1[NH:6][C:7]1[S:11][C:10]2[CH:12]=[CH:13][CH:14]=[CH:15][C:9]=2[C:8]=1[C:16]([O:18][CH2:19][CH3:20])=[O:17]. The catalyst class is: 849.